From a dataset of Full USPTO retrosynthesis dataset with 1.9M reactions from patents (1976-2016). Predict the reactants needed to synthesize the given product. (1) Given the product [CH:2]([C:5]1[CH:6]=[CH:7][C:8]2[O:12][C:11]([S:13]([Cl:21])(=[O:15])=[O:14])=[C:10]([CH3:17])[C:9]=2[CH:18]=1)([CH3:4])[CH3:3], predict the reactants needed to synthesize it. The reactants are: [K].[CH:2]([C:5]1[CH:6]=[CH:7][C:8]2[O:12][C:11]([S:13](O)(=[O:15])=[O:14])=[C:10]([CH3:17])[C:9]=2[CH:18]=1)([CH3:4])[CH3:3].O=P(Cl)(Cl)[Cl:21]. (2) Given the product [N+:1]([C:4]1[CH:13]=[C:12]2[C:7]([CH:8]=[N:9][N:10]([CH2:17][C:18]3[CH:23]=[CH:22][CH:21]=[CH:20][N:19]=3)[C:11]2=[O:14])=[CH:6][CH:5]=1)([O-:3])=[O:2], predict the reactants needed to synthesize it. The reactants are: [N+:1]([C:4]1[CH:13]=[C:12]2[C:7]([CH:8]=[N:9][NH:10][C:11]2=[O:14])=[CH:6][CH:5]=1)([O-:3])=[O:2].Cl.Cl[CH2:17][C:18]1[CH:23]=[CH:22][CH:21]=[CH:20][N:19]=1. (3) Given the product [Cl:1][C:2]1[CH:3]=[C:4]([CH2:39][C:40]([O:42][CH3:43])=[O:41])[CH:5]=[CH:6][C:7]=1[O:8][C:9]1[C:26]([NH:27][S:28]([C:31]2[CH:36]=[CH:35][C:34]([Cl:37])=[CH:33][C:32]=2[Cl:38])(=[O:29])=[O:30])=[CH:25][C:12]2[N:13]=[C:14]([CH3:24])[NH:15][C:11]=2[CH:10]=1, predict the reactants needed to synthesize it. The reactants are: [Cl:1][C:2]1[CH:3]=[C:4]([CH2:39][C:40]([O:42][CH3:43])=[O:41])[CH:5]=[CH:6][C:7]=1[O:8][C:9]1[C:26]([NH:27][S:28]([C:31]2[CH:36]=[CH:35][C:34]([Cl:37])=[CH:33][C:32]=2[Cl:38])(=[O:30])=[O:29])=[CH:25][C:12]2[N:13]=[C:14]([CH3:24])[N:15](COCC[Si](C)(C)C)[C:11]=2[CH:10]=1.FC(F)(F)C(O)=O. (4) The reactants are: [Cl:1][C:2]1[CH:10]=[CH:9][C:5]([C:6]([NH2:8])=[O:7])=[CH:4][CH:3]=1.[F:11][C:12]([F:19])([F:18])[C:13]([F:17])([F:16])[CH:14]=O.[NH:20]1[C:24]2[CH:25]=[CH:26][CH:27]=[CH:28][C:23]=2[N:22]=[N:21]1.C1(C)C=CC(S(O)(=O)=O)=CC=1. Given the product [N:20]1([CH:14]([NH:8][C:6](=[O:7])[C:5]2[CH:9]=[CH:10][C:2]([Cl:1])=[CH:3][CH:4]=2)[C:13]([F:17])([F:16])[C:12]([F:19])([F:18])[F:11])[C:24]2[CH:25]=[CH:26][CH:27]=[CH:28][C:23]=2[N:22]=[N:21]1, predict the reactants needed to synthesize it. (5) Given the product [Cl:1][C:2]1[CH:10]=[CH:9][CH:8]=[C:7]([F:11])[C:3]=1[C:4]([NH:21][CH2:20][CH:19]([C:16]1[CH:17]=[N:18][C:13]([CH3:12])=[N:14][CH:15]=1)[C:22]1[CH:23]=[CH:24][N:25]=[CH:26][CH:27]=1)=[O:6], predict the reactants needed to synthesize it. The reactants are: [Cl:1][C:2]1[CH:10]=[CH:9][CH:8]=[C:7]([F:11])[C:3]=1[C:4]([OH:6])=O.[CH3:12][C:13]1[N:18]=[CH:17][C:16]([CH:19]([C:22]2[CH:27]=[CH:26][N:25]=[CH:24][CH:23]=2)[CH2:20][NH2:21])=[CH:15][N:14]=1. (6) Given the product [S:1](=[O:3])(=[O:2])([OH:5])[OH:4].[CH3:25][O:24][C:22](=[O:23])[CH2:21][CH:20]([NH2:26])[CH2:19][C:18]([O:17][CH3:16])=[O:27], predict the reactants needed to synthesize it. The reactants are: [S:1](=[O:5])(=[O:4])([OH:3])[OH:2].CC(O)C.B.C(N)(C)(C)C.[CH3:16][O:17][C:18](=[O:27])[CH:19]=[C:20]([NH2:26])[CH2:21][C:22]([O:24][CH3:25])=[O:23]. (7) Given the product [C:1]([C:3]([C:8]1[C:17]2[C:12](=[CH:13][CH:14]=[C:15]([O:18][CH3:19])[CH:16]=2)[CH:11]=[CH:10][CH:9]=1)([CH2:27][C:28]([O:30][CH3:31])=[O:29])[C:4]([O:6][CH3:7])=[O:5])#[N:2], predict the reactants needed to synthesize it. The reactants are: [C:1]([CH:3]([C:8]1[C:17]2[C:12](=[CH:13][CH:14]=[C:15]([O:18][CH3:19])[CH:16]=2)[CH:11]=[CH:10][CH:9]=1)[C:4]([O:6][CH3:7])=[O:5])#[N:2].C(=O)([O-])[O-].[K+].[K+].Br[CH2:27][C:28]([O:30][CH3:31])=[O:29]. (8) The reactants are: [CH:1]([CH:4]1[C:9](=[O:10])[NH:8][C:7]2[CH:11]=[CH:12][C:13]([CH3:15])=[CH:14][C:6]=2[O:5]1)([CH3:3])[CH3:2].C(=O)([O-])[O-].[K+].[K+].[C:22]([O:26][CH3:27])(=[O:25])[CH:23]=[CH2:24].Cl. Given the product [CH3:27][O:26][C:22](=[O:25])[CH2:23][CH2:24][N:8]1[C:7]2[CH:11]=[CH:12][C:13]([CH3:15])=[CH:14][C:6]=2[O:5][CH:4]([CH:1]([CH3:3])[CH3:2])[C:9]1=[O:10], predict the reactants needed to synthesize it.